This data is from Full USPTO retrosynthesis dataset with 1.9M reactions from patents (1976-2016). The task is: Predict the reactants needed to synthesize the given product. (1) The reactants are: [NH:1]1[CH2:6][CH2:5][CH2:4][CH2:3][CH2:2]1.[CH3:7][O:8][C:9]1[CH:14]=[CH:13][C:12]([C:15]2[S:19][C:18]([C:20](OCC)=[O:21])=[N:17][C:16]=2[CH3:25])=[CH:11][CH:10]=1.C(O)C. Given the product [CH3:7][O:8][C:9]1[CH:10]=[CH:11][C:12]([C:15]2[S:19][C:18]([C:20]([N:1]3[CH2:6][CH2:5][CH2:4][CH2:3][CH2:2]3)=[O:21])=[N:17][C:16]=2[CH3:25])=[CH:13][CH:14]=1, predict the reactants needed to synthesize it. (2) The reactants are: [CH2:1]([O:3][C:4]1[CH:9]=[CH:8][C:7]([C:10]2[CH2:15][CH2:14][CH:13]([CH:16]3[CH2:25][CH2:24][C:19]4([O:23][CH2:22][CH2:21][O:20]4)[CH2:18][CH2:17]3)[CH2:12][CH:11]=2)=[C:6]([F:26])[C:5]=1[F:27])[CH3:2].C([OH:30])C.[OH-].[Na+].OO. Given the product [O:23]1[C:19]2([CH2:24][CH2:25][CH:16]([CH:13]3[CH2:14][CH:15]([OH:30])[CH:10]([C:7]4[CH:8]=[CH:9][C:4]([O:3][CH2:1][CH3:2])=[C:5]([F:27])[C:6]=4[F:26])[CH2:11][CH2:12]3)[CH2:17][CH2:18]2)[O:20][CH2:21][CH2:22]1, predict the reactants needed to synthesize it. (3) Given the product [Cl:1][C:2]1[CH:9]=[C:8]([N:10]2[C:14]([CH3:15])=[C:13]([CH2:16][O:17][C:23]3[CH:24]=[CH:25][C:20]([Cl:19])=[CH:21][C:22]=3[F:27])[C:12]([CH3:18])=[N:11]2)[CH:7]=[CH:6][C:3]=1[C:4]#[N:5], predict the reactants needed to synthesize it. The reactants are: [Cl:1][C:2]1[CH:9]=[C:8]([N:10]2[C:14]([CH3:15])=[C:13]([CH2:16][OH:17])[C:12]([CH3:18])=[N:11]2)[CH:7]=[CH:6][C:3]=1[C:4]#[N:5].[Cl:19][C:20]1[CH:25]=[CH:24][C:23](O)=[C:22]([F:27])[CH:21]=1. (4) The reactants are: C(P(C(C)(C)C)C1C(C)=C(C)C(C)=C(C)C=1C1C(C(C)C)=CC(C(C)C)=CC=1C(C)C)(C)(C)C.[F:35][C:36]1[CH:37]=[C:38]([OH:42])[CH:39]=[CH:40][CH:41]=1.Cl[C:44]1[CH:49]=[CH:48][C:47]([C:50]2[C:59]3[C:54](=[CH:55][C:56]([S:60]([NH:63][C:64]4[CH:69]=[CH:68][N:67]=[CH:66][N:65]=4)(=[O:62])=[O:61])=[CH:57][CH:58]=3)[CH:53]=[CH:52][N:51]=2)=[C:46]([O:70][CH3:71])[CH:45]=1.P([O-])([O-])([O-])=O.[K+].[K+].[K+].Cl. Given the product [F:35][C:36]1[CH:37]=[C:38]([CH:39]=[CH:40][CH:41]=1)[O:42][C:44]1[CH:49]=[CH:48][C:47]([C:50]2[C:59]3[C:54](=[CH:55][C:56]([S:60]([NH:63][C:64]4[CH:69]=[CH:68][N:67]=[CH:66][N:65]=4)(=[O:61])=[O:62])=[CH:57][CH:58]=3)[CH:53]=[CH:52][N:51]=2)=[C:46]([O:70][CH3:71])[CH:45]=1, predict the reactants needed to synthesize it. (5) Given the product [Cl:23]/[C:3](/[C:4]1[CH:5]=[CH:6][C:7]([C@@H:10]2[CH2:15][O:14][CH2:13][CH2:12][N:11]2[C:16]([O:18][C:19]([CH3:22])([CH3:21])[CH3:20])=[O:17])=[CH:8][CH:9]=1)=[N:2]\[OH:1], predict the reactants needed to synthesize it. The reactants are: [OH:1][N:2]=[CH:3][C:4]1[CH:9]=[CH:8][C:7]([C@@H:10]2[CH2:15][O:14][CH2:13][CH2:12][N:11]2[C:16]([O:18][C:19]([CH3:22])([CH3:21])[CH3:20])=[O:17])=[CH:6][CH:5]=1.[Cl:23]N1C(=O)CCC1=O.